From a dataset of Forward reaction prediction with 1.9M reactions from USPTO patents (1976-2016). Predict the product of the given reaction. (1) Given the reactants Br/[CH:2]=[CH:3]/[C:4]1[CH:9]=[CH:8][C:7]([O:10][CH3:11])=[CH:6][C:5]=1F.C([Li])(C)(C)C.[CH2:18]([O:25][C:26]1[CH:27]=[C:28]2[C:33](=[CH:34][C:35]=1[O:36][CH3:37])[CH:32]=[N:31][CH2:30][CH2:29]2)[C:19]1[CH:24]=[CH:23][CH:22]=[CH:21][CH:20]=1.C[Si](Cl)(C)C.C[CH2:44][O:45]CC, predict the reaction product. The product is: [CH2:18]([O:25][C:26]1[CH:27]=[C:28]2[C:33](=[CH:34][C:35]=1[O:36][CH3:37])[CH:32](/[CH:2]=[CH:3]/[C:4]1[CH:9]=[CH:8][C:7]([O:10][CH3:11])=[C:6]([O:45][CH3:44])[CH:5]=1)[NH:31][CH2:30][CH2:29]2)[C:19]1[CH:24]=[CH:23][CH:22]=[CH:21][CH:20]=1. (2) Given the reactants Cl.C[N:3](C)CCCN=C=NCC.O.ON1C2C=CC=CC=2N=N1.N.[C:25]1(=[C:31]([C:43]2[CH:48]=[CH:47][C:46]([OH:49])=[CH:45][CH:44]=2)[C:32]2[CH:37]=[CH:36][C:35](/[CH:38]=[CH:39]/[C:40](O)=[O:41])=[CH:34][CH:33]=2)[CH2:30][CH2:29][CH2:28][CH2:27][CH2:26]1, predict the reaction product. The product is: [C:25]1(=[C:31]([C:43]2[CH:48]=[CH:47][C:46]([OH:49])=[CH:45][CH:44]=2)[C:32]2[CH:37]=[CH:36][C:35](/[CH:38]=[CH:39]/[C:40]([NH2:3])=[O:41])=[CH:34][CH:33]=2)[CH2:30][CH2:29][CH2:28][CH2:27][CH2:26]1. (3) Given the reactants [C:1]([C:5]1[CH:6]=[C:7]2[C:12](=[C:13]([F:15])[CH:14]=1)[C:11](=[O:16])[N:10]([C:17]1[C:18]([CH:42]=[O:43])=[C:19]([N:23]3[CH:27]=[C:26]([C:28]([NH2:30])=[O:29])[C:25]([NH:31][C:32]4[CH:37]=[CH:36][C:35]([C:38]([OH:41])([CH3:40])[CH3:39])=[CH:34][CH:33]=4)=[N:24]3)[CH:20]=[CH:21][CH:22]=1)[N:9]=[CH:8]2)([CH3:4])([CH3:3])[CH3:2].[BH4-].[Na+], predict the reaction product. The product is: [C:1]([C:5]1[CH:6]=[C:7]2[C:12](=[C:13]([F:15])[CH:14]=1)[C:11](=[O:16])[N:10]([C:17]1[C:18]([CH2:42][OH:43])=[C:19]([N:23]3[CH:27]=[C:26]([C:28]([NH2:30])=[O:29])[C:25]([NH:31][C:32]4[CH:33]=[CH:34][C:35]([C:38]([OH:41])([CH3:40])[CH3:39])=[CH:36][CH:37]=4)=[N:24]3)[CH:20]=[CH:21][CH:22]=1)[N:9]=[CH:8]2)([CH3:4])([CH3:2])[CH3:3]. (4) Given the reactants [F:1][C:2]1[C:10]2[N:9]3[C:11](=[O:23])[NH:12][C@H:13]([CH2:14][C:15]4[CH:20]=[CH:19][C:18]([O:21][CH3:22])=[CH:17][CH:16]=4)[C:8]3=[N:7][C:6]=2[CH:5]=[CH:4][CH:3]=1.FC1C2N=C3[C@@H](CC4C=CC(OC)=CC=4)NC(=O)N3C=2C=CC=1.[NH2:47][C@H:48]1[CH2:53][CH2:52][C@H:51]([OH:54])[CH2:50][CH2:49]1.C(O)(C(F)(F)F)=O, predict the reaction product. The product is: [F:1][C:2]1[C:10]2[N:9]=[C:8]([C@H:13]([NH:12][C:11]([NH:47][C@H:48]3[CH2:53][CH2:52][C@H:51]([OH:54])[CH2:50][CH2:49]3)=[O:23])[CH2:14][C:15]3[CH:16]=[CH:17][C:18]([O:21][CH3:22])=[CH:19][CH:20]=3)[NH:7][C:6]=2[CH:5]=[CH:4][CH:3]=1. (5) Given the reactants [Cl:1][C:2]1[CH:3]=[C:4]([C@@H:12]([CH2:22][CH:23]2[CH2:27][CH2:26][CH2:25][CH2:24]2)[C:13]([NH:15][C:16]2[CH:20]=[CH:19][N:18]([CH3:21])[N:17]=2)=[O:14])[CH:5]=[CH:6][C:7]=1[S:8]([CH3:11])(=[O:10])=[O:9].C(Cl)(=O)C(Cl)=O.N1C(C)=CC=[CH:36][C:35]=1[CH3:41].C(N1C=CC(N)=N1)C(C)C, predict the reaction product. The product is: [Cl:1][C:2]1[CH:3]=[C:4]([C@@H:12]([CH2:22][CH:23]2[CH2:24][CH2:25][CH2:26][CH2:27]2)[C:13]([NH:15][C:16]2[CH:20]=[CH:19][N:18]([CH2:21][CH:35]([CH3:41])[CH3:36])[N:17]=2)=[O:14])[CH:5]=[CH:6][C:7]=1[S:8]([CH3:11])(=[O:10])=[O:9].